Dataset: Forward reaction prediction with 1.9M reactions from USPTO patents (1976-2016). Task: Predict the product of the given reaction. Given the reactants [O:1]=[S:2]1(=[O:21])[CH2:6][CH2:5][CH2:4][N:3]1[C:7]1[N:11]([C:12]2[CH:17]=[CH:16][CH:15]=[CH:14][CH:13]=2)[N:10]=[C:9]([C:18]([OH:20])=[O:19])[CH:8]=1.C(OC(C1C=C(N)N(C2C=CC=CC=2[F:39])N=1)=O)C, predict the reaction product. The product is: [O:21]=[S:2]1(=[O:1])[CH2:6][CH2:5][CH2:4][N:3]1[C:7]1[N:11]([C:12]2[CH:17]=[CH:16][CH:15]=[CH:14][C:13]=2[F:39])[N:10]=[C:9]([C:18]([OH:20])=[O:19])[CH:8]=1.